This data is from Catalyst prediction with 721,799 reactions and 888 catalyst types from USPTO. The task is: Predict which catalyst facilitates the given reaction. (1) Reactant: [NH:1]1[C:9]2[C:4](=[CH:5][CH:6]=[CH:7][CH:8]=2)[CH:3]=[C:2]1[C:10]1[C:11]([O:20][CH3:21])=[CH:12][C:13]([O:18][CH3:19])=[C:14]([CH:17]=1)[CH:15]=O.[C:22]([C:25]1[CH:30]=[CH:29][C:28]([S:31]([N:34]([CH3:36])[CH3:35])(=[O:33])=[O:32])=[CH:27][CH:26]=1)(=[O:24])[CH3:23]. Product: [NH:1]1[C:9]2[C:4](=[CH:5][CH:6]=[CH:7][CH:8]=2)[CH:3]=[C:2]1[C:10]1[C:11]([O:20][CH3:21])=[CH:12][C:13]([O:18][CH3:19])=[C:14](/[CH:15]=[CH:23]/[C:22]([C:25]2[CH:26]=[CH:27][C:28]([S:31]([N:34]([CH3:35])[CH3:36])(=[O:33])=[O:32])=[CH:29][CH:30]=2)=[O:24])[CH:17]=1. The catalyst class is: 828. (2) Reactant: [NH:1]1[C:10]2[C:5](=[CH:6][CH:7]=[CH:8][CH:9]=2)[CH2:4][CH2:3][CH:2]1[CH2:11][OH:12].N1C=CN=C1.[Si:18](Cl)([C:21]([CH3:24])([CH3:23])[CH3:22])([CH3:20])[CH3:19]. Product: [Si:18]([O:12][CH2:11][CH:2]1[CH2:3][CH2:4][C:5]2[C:10](=[CH:9][CH:8]=[CH:7][CH:6]=2)[NH:1]1)([C:21]([CH3:24])([CH3:23])[CH3:22])([CH3:20])[CH3:19]. The catalyst class is: 9. (3) Reactant: [NH:1]([C:8]1[N:9]([C:21]2[CH:26]=[CH:25][CH:24]=[CH:23][CH:22]=2)[C:10]2[C:15]([C:16](=[O:18])[CH:17]=1)=[CH:14][C:13](Br)=[C:12]([CH3:20])[N:11]=2)[C:2]1[CH:7]=[CH:6][CH:5]=[CH:4][CH:3]=1.[Li][CH2:28]CCC. Product: [NH:1]([C:8]1[N:9]([C:21]2[CH:26]=[CH:25][CH:24]=[CH:23][CH:22]=2)[C:10]2[C:15]([C:16](=[O:18])[CH:17]=1)=[CH:14][C:13]([CH3:28])=[C:12]([CH3:20])[N:11]=2)[C:2]1[CH:7]=[CH:6][CH:5]=[CH:4][CH:3]=1. The catalyst class is: 1. (4) Reactant: [CH3:1][C:2]([CH3:31])([CH3:30])[CH2:3][C:4]([NH:6][C:7]1[C:8]([CH3:29])=[C:9](B(O)O)[C:10]2[O:14][CH2:13][CH:12]([C:15]3[CH:20]=[CH:19][C:18]([CH:21]([CH3:23])[CH3:22])=[CH:17][CH:16]=3)[C:11]=2[C:24]=1[CH3:25])=[O:5].Br[C:33]1[S:34][CH:35]=[C:36]([CH3:38])[N:37]=1. Product: [CH:21]([C:18]1[CH:19]=[CH:20][C:15]([CH:12]2[C:11]3[C:24]([CH3:25])=[C:7]([NH:6][C:4](=[O:5])[CH2:3][C:2]([CH3:31])([CH3:30])[CH3:1])[C:8]([CH3:29])=[C:9]([C:33]4[S:34][CH:35]=[C:36]([CH3:38])[N:37]=4)[C:10]=3[O:14][CH2:13]2)=[CH:16][CH:17]=1)([CH3:23])[CH3:22]. The catalyst class is: 195. (5) Reactant: [Br:1][C:2]1[C:11]2[C:6](=[CH:7][C:8]([CH2:12]O)=[CH:9][CH:10]=2)[C:5](=[O:14])[N:4]([CH:15]([CH3:17])[CH3:16])[N:3]=1.C[Si]([Br:22])(C)C.[Li+].[Br-]. Product: [Br:1][C:2]1[C:11]2[C:6](=[CH:7][C:8]([CH2:12][Br:22])=[CH:9][CH:10]=2)[C:5](=[O:14])[N:4]([CH:15]([CH3:17])[CH3:16])[N:3]=1. The catalyst class is: 23. (6) Reactant: [CH2:1]([C@H:3]1[C:11]2[C:6](=[CH:7][C:8]([C:12]([NH:14][C@H:15]([C:21]3[CH:26]=[CH:25][C:24]([S:27]([CH2:30][CH3:31])(=[O:29])=[O:28])=[CH:23][CH:22]=3)[CH2:16][C:17]([O:19][CH3:20])=[O:18])=[O:13])=[CH:9][CH:10]=2)[CH2:5][NH:4]1)[CH3:2].[F:32][C:33]([F:43])([F:42])[C@H:34]1[CH2:39][CH2:38][C@H:37]([CH:40]=O)[CH2:36][CH2:35]1.[BH3-]C#N.[Na+]. Product: [CH2:1]([C@H:3]1[C:11]2[C:6](=[CH:7][C:8]([C:12]([NH:14][C@H:15]([C:21]3[CH:22]=[CH:23][C:24]([S:27]([CH2:30][CH3:31])(=[O:29])=[O:28])=[CH:25][CH:26]=3)[CH2:16][C:17]([O:19][CH3:20])=[O:18])=[O:13])=[CH:9][CH:10]=2)[CH2:5][N:4]1[CH2:40][C@H:37]1[CH2:36][CH2:35][C@H:34]([C:33]([F:32])([F:42])[F:43])[CH2:39][CH2:38]1)[CH3:2]. The catalyst class is: 467. (7) Reactant: C[O:2][C:3]([C:5]1([CH2:20][C:21]2[CH:26]=[CH:25][CH:24]=[CH:23][CH:22]=2)[CH:10]([CH:11]=O)[CH2:9][CH2:8][N:7]([CH2:13][C:14]2[CH:19]=[CH:18][CH:17]=[CH:16][CH:15]=2)[CH2:6]1)=O.C(O)(=O)C.[CH3:31][NH2:32].[BH-](OC(C)=O)(OC(C)=O)OC(C)=O.[Na+]. Product: [CH2:20]([C:5]12[C:3](=[O:2])[N:32]([CH3:31])[CH2:11][CH:10]1[CH2:9][CH2:8][N:7]([CH2:13][C:14]1[CH:19]=[CH:18][CH:17]=[CH:16][CH:15]=1)[CH2:6]2)[C:21]1[CH:26]=[CH:25][CH:24]=[CH:23][CH:22]=1. The catalyst class is: 68. (8) Reactant: [NH2:1][C:2](=[O:36])[C@@H:3]([NH:20][C:21]([C@@H:23]1[CH2:28][CH2:27][CH2:26][CH2:25][N:24]1[C:29]([O:31][C:32]([CH3:35])([CH3:34])[CH3:33])=[O:30])=[O:22])[CH2:4][C:5]1[CH:10]=[CH:9][C:8](B2OC(C)(C)C(C)(C)O2)=[CH:7][CH:6]=1.Br[C:38]1[CH:39]=[CH:40][C:41]([C:44]#[N:45])=[N:42][CH:43]=1.C(=O)([O-])[O-].[K+].[K+]. Product: [NH2:1][C:2](=[O:36])[C@@H:3]([NH:20][C:21]([C@@H:23]1[CH2:28][CH2:27][CH2:26][CH2:25][N:24]1[C:29]([O:31][C:32]([CH3:33])([CH3:35])[CH3:34])=[O:30])=[O:22])[CH2:4][C:5]1[CH:10]=[CH:9][C:8]([C:38]2[CH:43]=[N:42][C:41]([C:44]#[N:45])=[CH:40][CH:39]=2)=[CH:7][CH:6]=1. The catalyst class is: 12. (9) Reactant: [CH3:1][O:2][C:3]1[C:4](=[O:37])[C:5]([CH3:36])=[C:6]([CH2:12][C:13]2[CH:14]=[CH:15][C:16]([O:32]C(=O)C)=[C:17]([CH:31]=2)[C:18]([NH:20][C:21]2[CH:26]=[CH:25][CH:24]=[C:23]([C:27]([F:30])([F:29])[F:28])[CH:22]=2)=[O:19])[C:7](=[O:11])[C:8]=1[O:9][CH3:10].C(=O)([O-])O.[Na+]. Product: [CH3:1][O:2][C:3]1[C:4](=[O:37])[C:5]([CH3:36])=[C:6]([CH2:12][C:13]2[CH:14]=[CH:15][C:16]([OH:32])=[C:17]([CH:31]=2)[C:18]([NH:20][C:21]2[CH:26]=[CH:25][CH:24]=[C:23]([C:27]([F:28])([F:30])[F:29])[CH:22]=2)=[O:19])[C:7](=[O:11])[C:8]=1[O:9][CH3:10]. The catalyst class is: 24.